From a dataset of Full USPTO retrosynthesis dataset with 1.9M reactions from patents (1976-2016). Predict the reactants needed to synthesize the given product. (1) The reactants are: O.[OH-].[Li+].C([O:6][C:7](=[O:33])[C@@H:8]([O:30][CH2:31][CH3:32])[CH2:9][C:10]1[CH:15]=[CH:14][C:13]([O:16][CH2:17][CH2:18][C:19]2[CH:24]=[CH:23][C:22]([O:25][S:26]([CH3:29])(=[O:28])=[O:27])=[CH:21][CH:20]=2)=[CH:12][CH:11]=1)C. Given the product [CH2:31]([O:30][C@@H:8]([CH2:9][C:10]1[CH:11]=[CH:12][C:13]([O:16][CH2:17][CH2:18][C:19]2[CH:20]=[CH:21][C:22]([O:25][S:26]([CH3:29])(=[O:27])=[O:28])=[CH:23][CH:24]=2)=[CH:14][CH:15]=1)[C:7]([OH:33])=[O:6])[CH3:32], predict the reactants needed to synthesize it. (2) Given the product [NH2:18][C:19]1[NH:23][N:22]=[C:13]([C:12]2[CH:16]=[CH:17][C:9]([O:8][CH2:1][C:2]3[CH:7]=[CH:6][CH:5]=[CH:4][CH:3]=3)=[CH:10][CH:11]=2)[C:20]=1[C:37]#[N:38], predict the reactants needed to synthesize it. The reactants are: [CH2:1]([O:8][C:9]1[CH:17]=[CH:16][C:12]([C:13](O)=O)=[CH:11][CH:10]=1)[C:2]1[CH:7]=[CH:6][CH:5]=[CH:4][CH:3]=1.[NH2:18][C:19]1[NH:23][N:22]=C(C2C=CC(OC3C=CC=CC=3)=CC=2)[C:20]=1[C:37]#[N:38]. (3) The reactants are: [NH2:1][C:2]1[CH:7]=[CH:6][C:5]([SH:8])=[CH:4][CH:3]=1.C(N(CC)CC)C.C1(CC(Cl)=O)CC1.[CH2:23]1[CH2:27][O:26][CH2:25][CH2:24]1. Given the product [SH:8][C:5]1[CH:6]=[CH:7][C:2]([NH:1][C:25]([CH:24]2[CH2:23][CH2:27]2)=[O:26])=[CH:3][CH:4]=1, predict the reactants needed to synthesize it. (4) Given the product [NH2:19][CH2:18][C:16]1[CH:17]=[C:12]2[C:11](=[O:20])[N:10]3[CH2:21][CH2:22][N:23]([C:24]([C:26]4[C:27]([CH3:31])=[N:28][O:29][CH:30]=4)=[O:25])[C:9]3([C:6]3[CH:7]=[CH:8][C:3]([O:2][CH3:1])=[CH:4][CH:5]=3)[CH2:14][N:13]2[CH:15]=1, predict the reactants needed to synthesize it. The reactants are: [CH3:1][O:2][C:3]1[CH:8]=[CH:7][C:6]([C:9]23[N:23]([C:24]([C:26]4[C:27]([CH3:31])=[N:28][O:29][CH:30]=4)=[O:25])[CH2:22][CH2:21][N:10]2[C:11](=[O:20])[C:12]2[N:13]([CH:15]=[C:16]([C:18]#[N:19])[CH:17]=2)[CH2:14]3)=[CH:5][CH:4]=1.Cl. (5) Given the product [CH2:24]([O:26][C:27]([C:29]1[N:30]([CH3:35])[C:31]([S:34][C:2]2[S:6][C:5]([NH:7][C:8]([N:9]([CH:17]3[CH2:22][CH2:21][CH2:20][CH2:19][CH2:18]3)[CH:10]3[CH2:15][CH2:14][CH:13]([CH3:16])[CH2:12][CH2:11]3)=[O:23])=[N:4][CH:3]=2)=[N:32][CH:33]=1)=[O:28])[CH3:25], predict the reactants needed to synthesize it. The reactants are: Br[C:2]1[S:6][C:5]([NH:7][C:8](=[O:23])[N:9]([CH:17]2[CH2:22][CH2:21][CH2:20][CH2:19][CH2:18]2)[CH:10]2[CH2:15][CH2:14][CH:13]([CH3:16])[CH2:12][CH2:11]2)=[N:4][CH:3]=1.[CH2:24]([O:26][C:27]([C:29]1[N:30]([CH3:35])[C:31]([SH:34])=[N:32][CH:33]=1)=[O:28])[CH3:25]. (6) The reactants are: [Cl:1][C:2]1[CH:7]=[CH:6][C:5]([CH:8]([C:20]2[CH:25]=[CH:24][C:23]([S:26]([NH2:29])(=[O:28])=[O:27])=[CH:22][CH:21]=2)[CH2:9][C:10]([C:12]2[CH:17]=[CH:16][C:15](=[O:18])[N:14]([CH3:19])[CH:13]=2)=O)=[C:4]([CH3:30])[CH:3]=1.Cl.[NH2:32][OH:33].C(=O)([O-])O.[Na+]. Given the product [Cl:1][C:2]1[CH:7]=[CH:6][C:5]([CH:8]([C:20]2[CH:25]=[CH:24][C:23]([S:26]([NH2:29])(=[O:28])=[O:27])=[CH:22][CH:21]=2)[CH2:9]/[C:10](=[N:32]\[OH:33])/[C:12]2[CH:17]=[CH:16][C:15](=[O:18])[N:14]([CH3:19])[CH:13]=2)=[C:4]([CH3:30])[CH:3]=1, predict the reactants needed to synthesize it. (7) The reactants are: [F:1][C:2]1[CH:7]=[CH:6][C:5]([C:8]2[C:12]3[C:13](=[O:17])[NH:14][CH2:15][CH2:16][C:11]=3[NH:10][C:9]=2[CH:18]=O)=[CH:4][CH:3]=1.[Cl:20][C:21]1[CH:22]=[C:23]2[C:27](=[CH:28][CH:29]=1)[NH:26][C:25](=[O:30])[CH2:24]2. Given the product [Cl:20][C:21]1[CH:22]=[C:23]2[C:27](=[CH:28][CH:29]=1)[NH:26][C:25](=[O:30])[C:24]2=[CH:18][C:9]1[NH:10][C:11]2[CH2:16][CH2:15][NH:14][C:13](=[O:17])[C:12]=2[C:8]=1[C:5]1[CH:4]=[CH:3][C:2]([F:1])=[CH:7][CH:6]=1, predict the reactants needed to synthesize it. (8) Given the product [CH3:19][O:20][C:21]([C:23]1[C:27]([NH:28][C:4](=[O:5])[C:3]2[C:2]([F:1])=[CH:10][CH:9]=[CH:8][C:7]=2[F:11])=[CH:26][S:25][N:24]=1)=[O:22], predict the reactants needed to synthesize it. The reactants are: [F:1][C:2]1[CH:10]=[CH:9][CH:8]=[C:7]([F:11])[C:3]=1[C:4](Cl)=[O:5].C(N(CC)CC)C.[CH3:19][O:20][C:21]([C:23]1[C:27]([NH2:28])=[CH:26][S:25][N:24]=1)=[O:22].[OH-].[Na+].